Dataset: Forward reaction prediction with 1.9M reactions from USPTO patents (1976-2016). Task: Predict the product of the given reaction. (1) Given the reactants [CH:1]1([C:4]2[N:9]=[C:8]3[N:10](S(C4C=CC(C)=CC=4)(=O)=O)[CH:11]=[C:12]([C:13]4[C:14]([CH3:27])=[N:15][N:16]([CH2:19][C:20]5[CH:25]=[CH:24][CH:23]=[C:22]([F:26])[CH:21]=5)[C:17]=4[CH3:18])[C:7]3=[CH:6][C:5]=2[C:38]2[CH:43]=[CH:42][C:41]([N:44]3[CH2:49][CH2:48][N:47]([C:50]([O:52][C:53]([CH3:56])([CH3:55])[CH3:54])=[O:51])[CH2:46][CH2:45]3)=[CH:40][CH:39]=2)[CH2:3][CH2:2]1.[OH-].[Li+], predict the reaction product. The product is: [CH:1]1([C:4]2[N:9]=[C:8]3[NH:10][CH:11]=[C:12]([C:13]4[C:14]([CH3:27])=[N:15][N:16]([CH2:19][C:20]5[CH:25]=[CH:24][CH:23]=[C:22]([F:26])[CH:21]=5)[C:17]=4[CH3:18])[C:7]3=[CH:6][C:5]=2[C:38]2[CH:43]=[CH:42][C:41]([N:44]3[CH2:45][CH2:46][N:47]([C:50]([O:52][C:53]([CH3:56])([CH3:55])[CH3:54])=[O:51])[CH2:48][CH2:49]3)=[CH:40][CH:39]=2)[CH2:2][CH2:3]1. (2) Given the reactants [CH3:1][C@@H:2]1[CH2:6][N:5]([CH2:7]C2C=NC(C)=NC=2)[CH2:4][C@H:3]1[C:15]1[NH:16][C:17](=[O:30])[C:18]2[CH:23]=[N:22][N:21]([CH:24]3[CH2:29][CH2:28][O:27][CH2:26][CH2:25]3)[C:19]=2[N:20]=1.[N:31]1[C:40]2[C:35](=[CH:36][CH:37]=[CH:38][CH:39]=2)[C:34](C=O)=[CH:33][CH:32]=1, predict the reaction product. The product is: [CH3:1][C@@H:2]1[CH2:6][N:5]([CH2:7][C:34]2[C:35]3[C:40](=[CH:39][CH:38]=[CH:37][CH:36]=3)[N:31]=[CH:32][CH:33]=2)[CH2:4][C@H:3]1[C:15]1[NH:16][C:17](=[O:30])[C:18]2[CH:23]=[N:22][N:21]([CH:24]3[CH2:25][CH2:26][O:27][CH2:28][CH2:29]3)[C:19]=2[N:20]=1. (3) Given the reactants C([O:3][P:4]([C:9]1[CH:18]=[CH:17][C:16]2[C:11](=[C:12]([C:19]3[C:28]4[C:23](=[CH:24][CH:25]=[CH:26][CH:27]=4)[CH:22]=[CH:21][CH:20]=3)[CH:13]=[CH:14][CH:15]=2)[N:10]=1)(=[O:8])[O:5]CC)C.Br[Si](C)(C)C, predict the reaction product. The product is: [C:19]1([C:12]2[CH:13]=[CH:14][CH:15]=[C:16]3[C:11]=2[N:10]=[C:9]([P:4](=[O:3])([OH:5])[OH:8])[CH:18]=[CH:17]3)[C:28]2[C:23](=[CH:24][CH:25]=[CH:26][CH:27]=2)[CH:22]=[CH:21][CH:20]=1. (4) Given the reactants [CH3:1][N:2]([CH3:17])[CH:3]1[CH2:7][C:6]([CH3:9])([CH3:8])[N:5](CC2C=CC=CC=2)[CH2:4]1.[ClH:18], predict the reaction product. The product is: [ClH:18].[ClH:18].[CH3:1][N:2]([CH3:17])[CH:3]1[CH2:7][C:6]([CH3:9])([CH3:8])[NH:5][CH2:4]1. (5) The product is: [C:1]([NH:4][CH2:5][CH2:6][C:7]1[CH:36]=[CH:35][C:34]([F:37])=[CH:33][C:8]=1[O:9][CH2:10][CH2:11][O:12][CH:13]1[CH:18]([C:19]2[CH:24]=[CH:23][C:22]([O:25][CH2:39][CH2:40][CH2:41][O:42][C:43]3[CH:48]=[CH:47][CH:46]=[C:45]([F:49])[CH:44]=3)=[CH:21][CH:20]=2)[CH2:17][CH2:16][N:15]([C:26]([O:28][C:29]([CH3:30])([CH3:31])[CH3:32])=[O:27])[CH2:14]1)(=[O:3])[CH3:2]. Given the reactants [C:1]([NH:4][CH2:5][CH2:6][C:7]1[CH:36]=[CH:35][C:34]([F:37])=[CH:33][C:8]=1[O:9][CH2:10][CH2:11][O:12][CH:13]1[CH:18]([C:19]2[CH:24]=[CH:23][C:22]([OH:25])=[CH:21][CH:20]=2)[CH2:17][CH2:16][N:15]([C:26]([O:28][C:29]([CH3:32])([CH3:31])[CH3:30])=[O:27])[CH2:14]1)(=[O:3])[CH3:2].Br[CH2:39][CH2:40][CH2:41][O:42][C:43]1[CH:48]=[CH:47][CH:46]=[C:45]([F:49])[CH:44]=1, predict the reaction product.